This data is from Reaction yield outcomes from USPTO patents with 853,638 reactions. The task is: Predict the reaction yield, written as a fraction of the theoretical maximum amount of product (1.0 means a 100% yield; for example, 0.34 means a 34% yield). (1) The yield is 0.902. The product is [C:1]([C:5]1[CH:6]=[C:7]([CH:8]=[CH2:9])[CH:13]=[C:14]([C:17]([CH3:20])([CH3:19])[CH3:18])[C:15]=1[OH:16])([CH3:4])([CH3:3])[CH3:2]. The reactants are [C:1]([C:5]1[CH:6]=[C:7]([CH:13]=[C:14]([C:17]([CH3:20])([CH3:19])[CH3:18])[C:15]=1[OH:16])[CH:8]=[CH:9]C(O)=O)([CH3:4])([CH3:3])[CH3:2].O. The catalyst is CN(C=O)C. (2) The reactants are [CH:1](NC(C)C)(C)C.[Cl:8][C:9]1[CH:16]=[C:15]([N:17]2[C:21](=[O:22])[CH2:20][C@H:19]([OH:23])[C@@H:18]2[CH3:24])[CH:14]=[CH:13][C:10]=1[C:11]#[N:12].CI.C(O)(=O)C. The catalyst is C1COCC1.O. The product is [Cl:8][C:9]1[CH:16]=[C:15]([N:17]2[C:21](=[O:22])[C@@H:20]([CH3:1])[C@H:19]([OH:23])[C@@H:18]2[CH3:24])[CH:14]=[CH:13][C:10]=1[C:11]#[N:12]. The yield is 0.420. (3) The reactants are Br[C:2]1[CH:3]=[N:4][C:5]2[N:6]([CH:8]=[CH:9][N:10]=2)[CH:7]=1.CN([CH:14]([O:17]C)[O:15][CH3:16])C. The catalyst is CO.C(N(CC)CC)C.CN(C=O)C.Cl[Pd]Cl.C1C=CC(P(C2C(C3C(P(C4C=CC=CC=4)C4C=CC=CC=4)=CC=C4C=3C=CC=C4)=C3C(C=CC=C3)=CC=2)C2C=CC=CC=2)=CC=1. The product is [N:10]1[CH:9]=[CH:8][N:6]2[CH:7]=[C:2]([C:14]([O:15][CH3:16])=[O:17])[CH:3]=[N:4][C:5]=12. The yield is 0.350. (4) The reactants are [F:1][C:2]1[CH:7]=[CH:6][CH:5]=[CH:4][C:3]=1[CH2:8][C:9]([O:11][C@H:12]([C:14]1[CH:19]=[CH:18][CH:17]=[CH:16][CH:15]=1)[CH3:13])=[O:10].[CH2:20]1[CH2:30][CH2:29][N:28]2C(=NC[CH2:26][CH2:27]2)CC1.C(Br)(Br)(Br)Br.N1CCCCC1. The catalyst is C1COCC1.C(OCC)C.C1(C)C=CC=CC=1. The product is [F:1][C:2]1[CH:7]=[CH:6][CH:5]=[CH:4][C:3]=1[C@@H:8]([N:28]1[CH2:27][CH2:26][CH2:20][CH2:30][CH2:29]1)[C:9]([O:11][C@H:12]([C:14]1[CH:15]=[CH:16][CH:17]=[CH:18][CH:19]=1)[CH3:13])=[O:10]. The yield is 0.110. (5) The reactants are [Br:1][C:2]1[CH:7]=[C:6]([F:8])[C:5]([F:9])=[CH:4][C:3]=1[OH:10].Br[CH2:12][C:13](=O)[CH3:14]. No catalyst specified. The product is [Br:1][C:2]1[C:3]2[O:10][CH:12]=[C:13]([CH3:14])[C:4]=2[C:5]([F:9])=[C:6]([F:8])[CH:7]=1. The yield is 0.120. (6) The reactants are [C:1]1([N:7]2[CH2:11][CH2:10][CH2:9][CH2:8]2)[CH:6]=[CH:5][CH:4]=[CH:3][CH:2]=1.[S:12]([Cl:16])(=O)(=[O:14])[OH:13]. No catalyst specified. The product is [N:7]1([C:1]2[CH:6]=[C:5]([S:12]([Cl:16])(=[O:14])=[O:13])[CH:4]=[CH:3][CH:2]=2)[CH2:11][CH2:10][CH2:9][CH2:8]1. The yield is 0.0700. (7) The reactants are Cl[C:2]1[N:7]=[C:6]([CH3:8])[C:5]([O:9][CH:10]([C@H:14]2[CH2:18][CH2:17][NH:16][CH2:15]2)[CH2:11][CH2:12][CH3:13])=[CH:4][CH:3]=1.[CH3:19][OH:20].[H-].[Na+]. The catalyst is CS(C)=O. The product is [CH3:19][O:20][C:2]1[N:7]=[C:6]([CH3:8])[C:5]([O:9][CH:10]([C@H:14]2[CH2:18][CH2:17][NH:16][CH2:15]2)[CH2:11][CH2:12][CH3:13])=[CH:4][CH:3]=1. The yield is 0.650. (8) The reactants are [CH2:1](Br)[CH2:2][CH:3]([CH2:5][CH2:6][CH:7]=[C:8]([CH3:10])[CH3:9])[CH3:4].[O:12]1[CH2:17][CH2:16][CH2:15][CH2:14][CH:13]1[O:18][CH2:19][CH2:20][CH2:21][CH2:22][CH2:23][CH2:24][Mg]Br. The catalyst is C1COCC1. The product is [CH3:4][C@@H:3]([CH2:5][CH2:6][CH:7]=[C:8]([CH3:10])[CH3:9])[CH2:2][CH2:1][CH2:24][CH2:23][CH2:22][CH2:21][CH2:20][CH2:19][O:18][CH:13]1[CH2:14][CH2:15][CH2:16][CH2:17][O:12]1. The yield is 0.700. (9) The reactants are O.[NH2:2][NH2:3].[CH2:4]([O:6][C:7](=[O:21])[C:8](=O)[CH2:9][C:10](=O)[CH2:11][O:12][C:13]1[CH:18]=[CH:17][CH:16]=[CH:15][CH:14]=1)[CH3:5]. The catalyst is CCO. The product is [CH2:4]([O:6][C:7]([C:8]1[CH:9]=[C:10]([CH2:11][O:12][C:13]2[CH:18]=[CH:17][CH:16]=[CH:15][CH:14]=2)[NH:3][N:2]=1)=[O:21])[CH3:5]. The yield is 0.547. (10) The reactants are [C:1]([C:3]1[CH:22]=[CH:21][C:6]([C:7]([N:9]([CH3:20])[C:10]2[CH:15]=[CH:14][C:13]([C:16]([F:19])([F:18])[F:17])=[CH:12][CH:11]=2)=[O:8])=[CH:5][C:4]=1[CH3:23])#[N:2].[BH4-].[Na+].[NH4+].[Cl-]. The catalyst is CO.O.O.O.O.O.O.[Co](Cl)Cl. The product is [NH2:2][CH2:1][C:3]1[CH:22]=[CH:21][C:6]([C:7]([N:9]([CH3:20])[C:10]2[CH:11]=[CH:12][C:13]([C:16]([F:17])([F:18])[F:19])=[CH:14][CH:15]=2)=[O:8])=[CH:5][C:4]=1[CH3:23]. The yield is 0.790.